From a dataset of Peptide-MHC class I binding affinity with 185,985 pairs from IEDB/IMGT. Regression. Given a peptide amino acid sequence and an MHC pseudo amino acid sequence, predict their binding affinity value. This is MHC class I binding data. (1) The peptide sequence is RVPTVFHKK. The MHC is HLA-B27:03 with pseudo-sequence HLA-B27:03. The binding affinity (normalized) is 0.0847. (2) The peptide sequence is DTVLEEMNL. The MHC is HLA-B35:01 with pseudo-sequence HLA-B35:01. The binding affinity (normalized) is 0. (3) The peptide sequence is MSLLDAHIPQL. The MHC is HLA-A02:02 with pseudo-sequence HLA-A02:02. The binding affinity (normalized) is 0.441.